Dataset: Full USPTO retrosynthesis dataset with 1.9M reactions from patents (1976-2016). Task: Predict the reactants needed to synthesize the given product. (1) Given the product [Br:1][C:2]1[CH:3]=[CH:4][C:5](/[C:8](/[CH3:13])=[C:9](/[CH3:12])\[C:10]([O:16][CH2:14][CH3:15])=[O:11])=[CH:6][CH:7]=1, predict the reactants needed to synthesize it. The reactants are: [Br:1][C:2]1[CH:7]=[CH:6][C:5](/[C:8](/[CH3:13])=[C:9](\[CH3:12])/[CH2:10][OH:11])=[CH:4][CH:3]=1.[CH2:14]([O:16][C@@H](CC1C=CC(O)=CC=1)C(OCC)=O)[CH3:15]. (2) Given the product [Cl:1][C:2]1[C:7]([Cl:8])=[CH:6][CH:5]=[CH:4][C:3]=1[N:9]1[CH2:14][CH2:13][N:12]([CH2:16][CH2:17][CH2:18][CH2:19][O:20][C:21]2[CH:30]=[C:29]3[C:24]([CH2:25][CH2:26][C:27](=[O:31])[NH:28]3)=[CH:23][CH:22]=2)[CH2:11][CH2:10]1, predict the reactants needed to synthesize it. The reactants are: [Cl:1][C:2]1[C:7]([Cl:8])=[CH:6][CH:5]=[CH:4][C:3]=1[N:9]1[CH2:14][CH2:13][NH:12][CH2:11][CH2:10]1.Br[CH2:16][CH2:17][CH2:18][CH2:19][O:20][C:21]1[CH:30]=[C:29]2[C:24]([CH2:25][CH2:26][C:27](=[O:31])[NH:28]2)=[CH:23][CH:22]=1.C(N(CC)CC)C. (3) The reactants are: [CH2:1]([C:3]1[C:8](=[O:9])[NH:7][C:6]([CH3:10])=[C:5]([C:11]2[S:15][C:14]([S:16](Cl)(=[O:18])=[O:17])=[CH:13][CH:12]=2)[CH:4]=1)[CH3:2].[CH3:20][N:21]1[CH2:26][CH2:25][NH:24][CH2:23][CH2:22]1. Given the product [CH2:1]([C:3]1[C:8](=[O:9])[NH:7][C:6]([CH3:10])=[C:5]([C:11]2[S:15][C:14]([S:16]([N:24]3[CH2:25][CH2:26][N:21]([CH3:20])[CH2:22][CH2:23]3)(=[O:18])=[O:17])=[CH:13][CH:12]=2)[CH:4]=1)[CH3:2], predict the reactants needed to synthesize it. (4) Given the product [C:1]([O:5][C:6](=[O:23])[NH:7][C:8]1[CH:17]=[C:16]([O:18][CH:19]([CH3:20])[CH3:21])[C:15]([Cl:31])=[C:14]2[C:9]=1[CH2:10][CH2:11][NH:12][C:13]2=[O:22])([CH3:2])([CH3:4])[CH3:3], predict the reactants needed to synthesize it. The reactants are: [C:1]([O:5][C:6](=[O:23])[NH:7][C:8]1[CH:17]=[C:16]([O:18][CH:19]([CH3:21])[CH3:20])[CH:15]=[C:14]2[C:9]=1[CH2:10][CH2:11][NH:12][C:13]2=[O:22])([CH3:4])([CH3:3])[CH3:2].C1C(=O)N([Cl:31])C(=O)C1. (5) The reactants are: [Br:1][C:2]1[CH:23]=[CH:22][C:5]2[N:6]([C:18]([CH3:21])([CH3:20])[CH3:19])[C:7]([C:9]3[CH:17]=[CH:16][CH:15]=[CH:14][C:10]=3[C:11]([NH2:13])=[O:12])=[N:8][C:4]=2[CH:3]=1. Given the product [Br:1][C:2]1[CH:23]=[CH:22][C:5]2[N:6]([C:18]([CH3:19])([CH3:20])[CH3:21])[C:7]([C:9]3[CH:17]=[CH:16][CH:15]=[CH:14][C:10]=3[C:11](/[N:13]=[C:5](/[N:6]([CH3:18])[CH3:7])\[CH3:4])=[O:12])=[N:8][C:4]=2[CH:3]=1, predict the reactants needed to synthesize it. (6) Given the product [CH3:1][S:2]([O:6][CH:7]1[C:16]2[CH2:15][S:14][N:13]=[C:12]([N:17]([C:18]([O:20][C:21]([CH3:24])([CH3:23])[CH3:22])=[O:19])[C:25]([O:27][C:28]([CH3:31])([CH3:30])[CH3:29])=[O:26])[C:11]3=[N:32][N:33]([CH2:35][C:36]4[C:41]([CH3:42])=[C:40]([O:43][CH3:44])[C:39]([CH3:45])=[CH:38][N:37]=4)[N:34]=[C:9]([C:10]=23)[CH2:8]1)(=[O:4])=[O:3], predict the reactants needed to synthesize it. The reactants are: [CH3:1][S:2](Cl)(=[O:4])=[O:3].[OH:6][CH:7]1[C:16]2[CH2:15][S:14][N:13]=[C:12]([N:17]([C:25]([O:27][C:28]([CH3:31])([CH3:30])[CH3:29])=[O:26])[C:18]([O:20][C:21]([CH3:24])([CH3:23])[CH3:22])=[O:19])[C:11]3=[N:32][N:33]([CH2:35][C:36]4[C:41]([CH3:42])=[C:40]([O:43][CH3:44])[C:39]([CH3:45])=[CH:38][N:37]=4)[N:34]=[C:9]([C:10]=23)[CH2:8]1.ClCCl.